Dataset: Reaction yield outcomes from USPTO patents with 853,638 reactions. Task: Predict the reaction yield, written as a fraction of the theoretical maximum amount of product (1.0 means a 100% yield; for example, 0.34 means a 34% yield). (1) The reactants are C[Si](OS(C(F)(F)F)(=O)=O)(C)C.[CH2:13]([O:15][P:16]([O-:20])[O:17][CH2:18][CH3:19])[CH3:14].[C:21]1(=[O:27])[CH2:26][CH2:25][CH2:24][CH:23]=[CH:22]1.Cl. The catalyst is ClCCl. The product is [CH2:13]([O:15][P:16]([CH:23]1[CH2:24][CH2:25][CH2:26][C:21](=[O:27])[CH2:22]1)(=[O:20])[O:17][CH2:18][CH3:19])[CH3:14]. The yield is 0.950. (2) The yield is 0.750. The product is [CH:1]1([CH:7]([NH:25][C:26]2[CH:27]=[CH:28][C:29]([C:30]([N:36]([CH3:35])[CH2:37][CH2:38][C:39]([OH:41])=[O:40])=[O:31])=[CH:33][CH:34]=2)[C:8]2[CH:12]=[C:11]([C:13]3[CH:18]=[CH:17][C:16]([C:19]([F:21])([F:22])[F:20])=[CH:15][CH:14]=3)[O:10][C:9]=2[CH2:23][CH3:24])[CH2:2][CH2:3][CH2:4][CH2:5][CH2:6]1. The reactants are [CH:1]1([CH:7]([NH:25][C:26]2[CH:34]=[CH:33][C:29]([C:30](O)=[O:31])=[CH:28][CH:27]=2)[C:8]2[CH:12]=[C:11]([C:13]3[CH:18]=[CH:17][C:16]([C:19]([F:22])([F:21])[F:20])=[CH:15][CH:14]=3)[O:10][C:9]=2[CH2:23][CH3:24])[CH2:6][CH2:5][CH2:4][CH2:3][CH2:2]1.[CH3:35][NH:36][CH2:37][CH2:38][C:39]([O:41]CC)=[O:40]. No catalyst specified. (3) The reactants are [NH:1]1[C:5]2=[N+:6]([O-])[CH:7]=[CH:8][CH:9]=[C:4]2[CH:3]=[CH:2]1.O=P(Cl)(Cl)[Cl:13]. No catalyst specified. The product is [Cl:13][C:9]1[CH:8]=[CH:7][N:6]=[C:5]2[NH:1][CH:2]=[CH:3][C:4]=12. The yield is 0.760.